Dataset: Reaction yield outcomes from USPTO patents with 853,638 reactions. Task: Predict the reaction yield, written as a fraction of the theoretical maximum amount of product (1.0 means a 100% yield; for example, 0.34 means a 34% yield). (1) The reactants are CCO.C1COCC1.[CH3:9][O:10]/[N:11]=[C:12](/[C:36]1[CH:41]=[CH:40][CH:39]=[CH:38][CH:37]=1)\[CH2:13][O:14][C:15]1[CH:35]=[CH:34][C:18]([CH2:19][O:20][C:21]2[CH:33]=[CH:32][C:24]([O:25][CH2:26][C:27]([O:29]CC)=[O:28])=[CH:23][CH:22]=2)=[CH:17][CH:16]=1.[OH-].[Na+]. The catalyst is O. The product is [CH3:9][O:10]/[N:11]=[C:12](/[C:36]1[CH:41]=[CH:40][CH:39]=[CH:38][CH:37]=1)\[CH2:13][O:14][C:15]1[CH:35]=[CH:34][C:18]([CH2:19][O:20][C:21]2[CH:33]=[CH:32][C:24]([O:25][CH2:26][C:27]([OH:29])=[O:28])=[CH:23][CH:22]=2)=[CH:17][CH:16]=1. The yield is 0.495. (2) The reactants are [CH3:1][O:2][C:3]([C:5]1[CH:10]=[C:9](S(C)(=O)=O)[N:8]=[C:7]([Cl:15])[N:6]=1)=[O:4].[NH3:16]. The catalyst is O1CCOCC1.CO. The product is [CH3:1][O:2][C:3]([C:5]1[CH:10]=[C:9]([NH2:16])[N:8]=[C:7]([Cl:15])[N:6]=1)=[O:4]. The yield is 0.850. (3) The reactants are [CH:1]1([S:4](Cl)(=[O:6])=[O:5])[CH2:3][CH2:2]1.CS([N:12]1[CH2:17][CH2:16][CH:15]([NH:18][C:19]([NH:21][C:22]2[CH:27]=[CH:26][C:25]([C:28]([F:31])([F:30])[F:29])=[CH:24][CH:23]=2)=[O:20])[CH2:14][CH2:13]1)(=O)=O. No catalyst specified. The product is [CH:1]1([S:4]([N:12]2[CH2:17][CH2:16][CH:15]([NH:18][C:19]([NH:21][C:22]3[CH:27]=[CH:26][C:25]([C:28]([F:29])([F:30])[F:31])=[CH:24][CH:23]=3)=[O:20])[CH2:14][CH2:13]2)(=[O:6])=[O:5])[CH2:3][CH2:2]1. The yield is 0.541.